This data is from Catalyst prediction with 721,799 reactions and 888 catalyst types from USPTO. The task is: Predict which catalyst facilitates the given reaction. (1) Reactant: Cl.[F:2][C:3]1([F:11])[CH2:8][CH2:7][CH:6]([CH2:9][NH2:10])[CH2:5][CH2:4]1.F[C:13]1[CH:18]=[CH:17][C:16]([NH:19][C:20](=[O:23])[O:21][CH3:22])=[CH:15][C:14]=1[N+:24]([O-:26])=[O:25]. Product: [F:2][C:3]1([F:11])[CH2:8][CH2:7][CH:6]([CH2:9][NH:10][C:13]2[CH:18]=[CH:17][C:16]([NH:19][C:20](=[O:23])[O:21][CH3:22])=[CH:15][C:14]=2[N+:24]([O-:26])=[O:25])[CH2:5][CH2:4]1. The catalyst class is: 14. (2) Reactant: Cl[C:2]1[CH:3]=[CH:4][C:5]2[N:6]([C:8]([C:11]3[N:12](S(C4C=CC(C)=CC=4)(=O)=O)[C:13]4[C:18]([CH:19]=3)=[CH:17][C:16]([O:20][CH3:21])=[C:15]([O:22][CH3:23])[CH:14]=4)=[CH:9][N:10]=2)[N:7]=1.CC1(C)C2C(=C(P(C3C=CC=CC=3)C3C=CC=CC=3)C=CC=2)OC2C(P(C3C=CC=CC=3)C3C=CC=CC=3)=CC=CC1=2.[C:76](=[O:79])([O-])[O-].[K+].[K+].CO[C:84]1[CH:85]=[C:86]([CH:88]=[CH:89][C:90]=1[O:91][CH3:92])[NH2:87]. Product: [CH3:21][O:20][C:16]1[CH:17]=[C:18]2[C:13](=[CH:14][C:15]=1[O:22][CH3:23])[NH:12][C:11]([C:8]1[N:6]3[N:7]=[C:2]([NH:87][C:86]4[CH:88]=[CH:89][C:90]([O:91][CH3:92])=[C:84]([O:79][CH3:76])[CH:85]=4)[CH:3]=[CH:4][C:5]3=[N:10][CH:9]=1)=[CH:19]2. The catalyst class is: 160. (3) Reactant: [F:1][C:2]1[CH:7]=[C:6]([N+:8]([O-:10])=[O:9])[CH:5]=[CH:4][C:3]=1[NH2:11].C(O[CH:15]=[C:16]([C:22]#[N:23])[C:17]([O:19][CH2:20][CH3:21])=[O:18])C.CN(C=O)C.C([O-])([O-])=O.[Cs+].[Cs+]. Product: [CH2:20]([O:19][C:17](=[O:18])[C:16]([C:22]#[N:23])=[CH:15][NH:11][C:3]1[CH:4]=[CH:5][C:6]([N+:8]([O-:10])=[O:9])=[CH:7][C:2]=1[F:1])[CH3:21]. The catalyst class is: 6. (4) Reactant: Br[C:2]1[S:3][C:4]2[CH:10]=[CH:9][C:8]([O:11][CH3:12])=[CH:7][C:5]=2[N:6]=1.[Br:13][C:14]1[CH:20]=[CH:19][C:17]([NH2:18])=[CH:16][CH:15]=1. Product: [Br:13][C:14]1[CH:20]=[CH:19][C:17]([NH:18][C:2]2[S:3][C:4]3[CH:10]=[CH:9][C:8]([O:11][CH3:12])=[CH:7][C:5]=3[N:6]=2)=[CH:16][CH:15]=1. The catalyst class is: 37. (5) Reactant: [CH3:1][O:2][C:3]1[CH:12]=[CH:11][C:10]2[C:5](=[CH:6][CH:7]=[C:8]([CH:13]([CH3:18])[CH2:14][CH2:15][CH2:16][CH3:17])[CH:9]=2)[CH:4]=1.C([Li])CCC.[CH3:24][S:25]SC. The catalyst class is: 1. Product: [CH3:1][O:2][C:3]1[C:12]([S:25][CH3:24])=[CH:11][C:10]2[C:5](=[CH:6][CH:7]=[C:8]([CH:13]([CH3:18])[CH2:14][CH2:15][CH2:16][CH3:17])[CH:9]=2)[CH:4]=1.